Dataset: Forward reaction prediction with 1.9M reactions from USPTO patents (1976-2016). Task: Predict the product of the given reaction. (1) Given the reactants [C:1]([O:5][C:6]([NH:8][CH2:9][C:10]1[C:11]([CH2:35][CH:36]([CH3:38])[CH3:37])=[N:12][C:13]2[C:18]([C:19]=1[C:20]1[CH:25]=[CH:24][C:23]([CH3:26])=[CH:22][CH:21]=1)=[CH:17][C:16]([O:27][CH2:28][CH2:29][CH2:30][CH2:31][C:32](O)=[O:33])=[CH:15][CH:14]=2)=[O:7])([CH3:4])([CH3:3])[CH3:2].Cl.C([N:42]=C=NCCCN(C)C)C.[NH4+].ON1C2C=CC=CC=2N=N1.CN(C)C=O, predict the reaction product. The product is: [NH2:42][C:32](=[O:33])[CH2:31][CH2:30][CH2:29][CH2:28][O:27][C:16]1[CH:17]=[C:18]2[C:13](=[CH:14][CH:15]=1)[N:12]=[C:11]([CH2:35][CH:36]([CH3:38])[CH3:37])[C:10]([CH2:9][NH:8][C:6](=[O:7])[O:5][C:1]([CH3:2])([CH3:4])[CH3:3])=[C:19]2[C:20]1[CH:21]=[CH:22][C:23]([CH3:26])=[CH:24][CH:25]=1. (2) Given the reactants [OH:1][CH2:2][CH2:3][N:4]1[CH2:8][CH2:7][CH2:6][CH2:5]1.C(N(CC)CC)C.[CH3:16][S:17](Cl)(=[O:19])=[O:18], predict the reaction product. The product is: [CH3:16][S:17]([O:1][CH2:2][CH2:3][N:4]1[CH2:8][CH2:7][CH2:6][CH2:5]1)(=[O:19])=[O:18]. (3) Given the reactants [CH3:1][O:2][C:3]1[CH:18]=[CH:17][C:6]([CH2:7][NH:8][C:9]2[CH:14]=[CH:13][N:12]=[CH:11][C:10]=2[C:15]#[N:16])=[CH:5][CH:4]=1.Br[CH2:20][C:21]([O:23][CH3:24])=[O:22].[H-].[Na+], predict the reaction product. The product is: [CH3:24][O:23][C:21]([C:20]1[N:8]([CH2:7][C:6]2[CH:5]=[CH:4][C:3]([O:2][CH3:1])=[CH:18][CH:17]=2)[C:9]2[CH:14]=[CH:13][N:12]=[CH:11][C:10]=2[C:15]=1[NH2:16])=[O:22]. (4) Given the reactants Cl.Cl.[N:3]1([CH2:8][CH:9]2[CH2:14][NH:13][CH2:12][CH2:11][NH:10]2)[CH:7]=[N:6][CH:5]=[N:4]1.CCN(CC)CC.[C:22]([O:26][C:27](ONC(C1C=CC=CC=1)C#N)=[O:28])([CH3:25])([CH3:24])[CH3:23], predict the reaction product. The product is: [N:3]1([CH2:8][CH:9]2[NH:10][CH2:11][CH2:12][N:13]([C:27]([O:26][C:22]([CH3:25])([CH3:24])[CH3:23])=[O:28])[CH2:14]2)[CH:7]=[N:6][CH:5]=[N:4]1. (5) Given the reactants C(N(CC)CC)C.[CH:8]([C:10]1[C:18]2[C:13](=[CH:14][CH:15]=[CH:16][CH:17]=2)[N:12](C(OC(C)(C)C)=O)[CH:11]=1)=[O:9].[CH3:26][O:27][C:28]1[CH:29]=[C:30]([CH:41]=[C:42]([O:44][CH3:45])[CH:43]=1)[N:31]=[CH:32][C:33]1[CH:38]=[N:37][C:36]([O:39][CH3:40])=[CH:35][N:34]=1, predict the reaction product. The product is: [CH3:26][O:27][C:28]1[CH:29]=[C:30]([NH:31][CH:32]([C:33]2[CH:38]=[N:37][C:36]([O:39][CH3:40])=[CH:35][N:34]=2)[C:8]([C:10]2[C:18]3[C:13](=[CH:14][CH:15]=[CH:16][CH:17]=3)[NH:12][CH:11]=2)=[O:9])[CH:41]=[C:42]([O:44][CH3:45])[CH:43]=1. (6) Given the reactants [Br:1][C:2]1[CH:3]=[CH:4][C:5]([Cl:11])=[C:6]([CH:10]=1)[C:7]([OH:9])=O.[F:12][C:13]1[CH:14]=[C:15]([NH2:20])[C:16]([NH2:19])=[CH:17][CH:18]=1.F[P-](F)(F)(F)(F)F.N1(OC(N(C)C)=[N+](C)C)C2N=CC=CC=2N=N1.C(N(CC)CC)C, predict the reaction product. The product is: [NH2:19][C:16]1[CH:17]=[CH:18][C:13]([F:12])=[CH:14][C:15]=1[NH:20][C:7](=[O:9])[C:6]1[CH:10]=[C:2]([Br:1])[CH:3]=[CH:4][C:5]=1[Cl:11]. (7) The product is: [C:27]1([S:33]([N:36]2[C:40]3=[N:41][CH:42]=[CH:43][CH:44]=[C:39]3[C:38]([C:2]3[CH:3]=[C:4]([CH2:7][NH:8][C:9]([C:11]4[C:12](=[O:26])[N:13]([CH2:17][C:18]5[CH:23]=[CH:22][C:21]([F:24])=[C:20]([F:25])[CH:19]=5)[CH:14]=[CH:15][CH:16]=4)=[O:10])[S:5][CH:6]=3)=[CH:37]2)(=[O:35])=[O:34])[CH:28]=[CH:29][CH:30]=[CH:31][CH:32]=1. Given the reactants Br[C:2]1[CH:3]=[C:4]([CH2:7][NH:8][C:9]([C:11]2[C:12](=[O:26])[N:13]([CH2:17][C:18]3[CH:23]=[CH:22][C:21]([F:24])=[C:20]([F:25])[CH:19]=3)[CH:14]=[CH:15][CH:16]=2)=[O:10])[S:5][CH:6]=1.[C:27]1([S:33]([N:36]2[C:40]3=[N:41][CH:42]=[CH:43][CH:44]=[C:39]3[C:38](B3OC(C)(C)C(C)(C)O3)=[CH:37]2)(=[O:35])=[O:34])[CH:32]=[CH:31][CH:30]=[CH:29][CH:28]=1.ClCCl.O1CCOCC1.C(=O)([O-])[O-].[Na+].[Na+], predict the reaction product.